From a dataset of NCI-60 drug combinations with 297,098 pairs across 59 cell lines. Regression. Given two drug SMILES strings and cell line genomic features, predict the synergy score measuring deviation from expected non-interaction effect. (1) Drug 1: CCC(=C(C1=CC=CC=C1)C2=CC=C(C=C2)OCCN(C)C)C3=CC=CC=C3.C(C(=O)O)C(CC(=O)O)(C(=O)O)O. Drug 2: C1CNP(=O)(OC1)N(CCCl)CCCl. Cell line: MOLT-4. Synergy scores: CSS=-0.528, Synergy_ZIP=-2.19, Synergy_Bliss=-1.82, Synergy_Loewe=-3.31, Synergy_HSA=-1.56. (2) Drug 1: C1=CC(=CC=C1CCC2=CNC3=C2C(=O)NC(=N3)N)C(=O)NC(CCC(=O)O)C(=O)O. Drug 2: C1CCC(CC1)NC(=O)N(CCCl)N=O. Cell line: NCI/ADR-RES. Synergy scores: CSS=18.6, Synergy_ZIP=-9.38, Synergy_Bliss=-4.73, Synergy_Loewe=-3.11, Synergy_HSA=-2.50. (3) Drug 1: CC1C(C(CC(O1)OC2CC(OC(C2O)C)OC3=CC4=CC5=C(C(=O)C(C(C5)C(C(=O)C(C(C)O)O)OC)OC6CC(C(C(O6)C)O)OC7CC(C(C(O7)C)O)OC8CC(C(C(O8)C)O)(C)O)C(=C4C(=C3C)O)O)O)O. Drug 2: CC(C)NC(=O)C1=CC=C(C=C1)CNNC.Cl. Cell line: SNB-19. Synergy scores: CSS=2.29, Synergy_ZIP=10.6, Synergy_Bliss=3.74, Synergy_Loewe=-9.61, Synergy_HSA=-0.138. (4) Drug 1: CC1=CC=C(C=C1)C2=CC(=NN2C3=CC=C(C=C3)S(=O)(=O)N)C(F)(F)F. Drug 2: C1C(C(OC1N2C=NC3=C(N=C(N=C32)Cl)N)CO)O. Cell line: M14. Synergy scores: CSS=36.9, Synergy_ZIP=-0.0556, Synergy_Bliss=0.755, Synergy_Loewe=-24.0, Synergy_HSA=-0.729. (5) Drug 1: CCC1=CC2CC(C3=C(CN(C2)C1)C4=CC=CC=C4N3)(C5=C(C=C6C(=C5)C78CCN9C7C(C=CC9)(C(C(C8N6C)(C(=O)OC)O)OC(=O)C)CC)OC)C(=O)OC.C(C(C(=O)O)O)(C(=O)O)O. Drug 2: B(C(CC(C)C)NC(=O)C(CC1=CC=CC=C1)NC(=O)C2=NC=CN=C2)(O)O. Cell line: NCI-H522. Synergy scores: CSS=56.5, Synergy_ZIP=-2.72, Synergy_Bliss=-2.29, Synergy_Loewe=0.737, Synergy_HSA=0.320. (6) Drug 1: CN1CCC(CC1)COC2=C(C=C3C(=C2)N=CN=C3NC4=C(C=C(C=C4)Br)F)OC. Drug 2: C1CC(=O)NC(=O)C1N2CC3=C(C2=O)C=CC=C3N. Cell line: NCI-H522. Synergy scores: CSS=13.7, Synergy_ZIP=-7.04, Synergy_Bliss=0.233, Synergy_Loewe=0.585, Synergy_HSA=0.864.